Dataset: Forward reaction prediction with 1.9M reactions from USPTO patents (1976-2016). Task: Predict the product of the given reaction. Given the reactants [C:1]([O:5][C:6]([NH:8][CH2:9][C@H:10]1[CH2:15][CH2:14][C@H:13]([C:16]([NH:18][C@H:19]([C:37](=[O:50])[NH:38][C:39]2[CH:44]=[CH:43][C:42]([C:45]3[N:46]=[N:47][NH:48][N:49]=3)=[CH:41][CH:40]=2)[CH2:20][C:21]2[CH:26]=[CH:25][C:24]([C:27]3[CH:32]=[CH:31][C:30]([C:33](O)=[O:34])=[C:29]([F:36])[CH:28]=3)=[CH:23][CH:22]=2)=[O:17])[CH2:12][CH2:11]1)=[O:7])([CH3:4])([CH3:3])[CH3:2].[NH2:51][CH:52]1[CH2:57][CH2:56][N:55]([C:58]([O:60][C:61]([CH3:64])([CH3:63])[CH3:62])=[O:59])[CH2:54][CH2:53]1.F[P-](F)(F)(F)(F)F.CN(C(ON1C2=NC=CC=C2N=N1)=[N+](C)C)C.C(N(CC)C(C)C)(C)C, predict the reaction product. The product is: [C:1]([O:5][C:6]([NH:8][CH2:9][C@H:10]1[CH2:15][CH2:14][C@H:13]([C:16]([NH:18][C@H:19]([C:37](=[O:50])[NH:38][C:39]2[CH:44]=[CH:43][C:42]([C:45]3[N:46]=[N:47][NH:48][N:49]=3)=[CH:41][CH:40]=2)[CH2:20][C:21]2[CH:26]=[CH:25][C:24]([C:27]3[CH:32]=[CH:31][C:30]([C:33]([NH:51][CH:52]4[CH2:53][CH2:54][N:55]([C:58]([O:60][C:61]([CH3:64])([CH3:63])[CH3:62])=[O:59])[CH2:56][CH2:57]4)=[O:34])=[C:29]([F:36])[CH:28]=3)=[CH:23][CH:22]=2)=[O:17])[CH2:12][CH2:11]1)=[O:7])([CH3:4])([CH3:2])[CH3:3].